Dataset: Forward reaction prediction with 1.9M reactions from USPTO patents (1976-2016). Task: Predict the product of the given reaction. (1) The product is: [Cl:1][C:2]1[CH:3]=[C:4]([CH:25]=[CH:26][C:27]=1[Cl:28])[O:5][C:6]1[CH:11]=[CH:10][CH:9]=[CH:8][C:7]=1[NH:12][S:13]([C:16]1[CH:17]=[CH:18][C:19]([C:20]([NH:44][C@H:41]2[CH2:42][CH2:43][C@H:38]([CH2:37][CH2:36][N:31]3[CH2:35][CH2:34][CH2:33][CH2:32]3)[CH2:39][CH2:40]2)=[O:21])=[CH:23][CH:24]=1)(=[O:15])=[O:14]. Given the reactants [Cl:1][C:2]1[CH:3]=[C:4]([CH:25]=[CH:26][C:27]=1[Cl:28])[O:5][C:6]1[CH:11]=[CH:10][CH:9]=[CH:8][C:7]=1[NH:12][S:13]([C:16]1[CH:24]=[CH:23][C:19]([C:20](O)=[O:21])=[CH:18][CH:17]=1)(=[O:15])=[O:14].Cl.Cl.[N:31]1([CH2:36][CH2:37][C@H:38]2[CH2:43][CH2:42][C@H:41]([NH2:44])[CH2:40][CH2:39]2)[CH2:35][CH2:34][CH2:33][CH2:32]1, predict the reaction product. (2) Given the reactants [OH:1][C:2]1[CH:13]=[CH:12][C:5]([C:6]([N:8]([O:10][CH3:11])[CH3:9])=[O:7])=[CH:4][N:3]=1.CI.[C:16](=O)([O-])[O-].[K+].[K+].ClCCl, predict the reaction product. The product is: [CH3:11][O:10][N:8]([CH3:9])[C:6]([C:5]1[CH:12]=[CH:13][C:2](=[O:1])[N:3]([CH3:16])[CH:4]=1)=[O:7].